Dataset: Catalyst prediction with 721,799 reactions and 888 catalyst types from USPTO. Task: Predict which catalyst facilitates the given reaction. (1) Reactant: C(OC([N:8]1[CH2:11][C:10]([C@@H:13]([C:15]2[CH:16]=[C:17]3[C:26](=[CH:27][C:28]=2[C:29]2[CH:34]=[CH:33][CH:32]=[CH:31][C:30]=2[F:35])[O:25][CH2:24][C:23]2[N:18]3[C@H:19]([CH3:37])[C:20](=[O:36])[NH:21][N:22]=2)[CH3:14])([CH3:12])[CH2:9]1)=O)(C)(C)C. Product: [F:35][C:30]1[CH:31]=[CH:32][CH:33]=[CH:34][C:29]=1[C:28]1[CH:27]=[C:26]2[C:17]([N:18]3[C:23]([CH2:24][O:25]2)=[N:22][NH:21][C:20](=[O:36])[C@H:19]3[CH3:37])=[CH:16][C:15]=1[C@H:13]([C:10]1([CH3:12])[CH2:11][NH:8][CH2:9]1)[CH3:14]. The catalyst class is: 33. (2) Reactant: [Cl:1][C:2]1[CH:7]=[C:6]([O:8][CH3:9])[CH:5]=[CH:4][C:3]=1[C:10]1[N:11]=[N:12][N:13]([CH2:15][CH2:16][C@@:17]([CH3:32])([S:28]([CH3:31])(=[O:30])=[O:29])[C:18]([NH:20][O:21]C2CCCCO2)=[O:19])[CH:14]=1.Cl. Product: [Cl:1][C:2]1[CH:7]=[C:6]([O:8][CH3:9])[CH:5]=[CH:4][C:3]=1[C:10]1[N:11]=[N:12][N:13]([CH2:15][CH2:16][C@@:17]([CH3:32])([S:28]([CH3:31])(=[O:29])=[O:30])[C:18]([NH:20][OH:21])=[O:19])[CH:14]=1. The catalyst class is: 14. (3) Reactant: [N+:1]([C:4]1[CH:5]=[CH:6][C:7]([O:10][CH2:11][CH2:12][C:13]2[N:14]=[C:15]([NH:18][C:19](=[O:25])[O:20][C:21]([CH3:24])([CH3:23])[CH3:22])[S:16][CH:17]=2)=[N:8][CH:9]=1)([O-])=O.[H][H]. Product: [NH2:1][C:4]1[CH:5]=[CH:6][C:7]([O:10][CH2:11][CH2:12][C:13]2[N:14]=[C:15]([NH:18][C:19](=[O:25])[O:20][C:21]([CH3:23])([CH3:22])[CH3:24])[S:16][CH:17]=2)=[N:8][CH:9]=1. The catalyst class is: 78. (4) Product: [CH:1]1([O:4][CH2:5][CH2:6][O:7][C@@H:8]2[CH2:13][CH2:12][C@H:11]([OH:14])[CH2:10][CH2:9]2)[CH2:3][CH2:2]1. The catalyst class is: 63. Reactant: [CH:1]1([O:4][CH2:5][CH2:6][O:7][C@@H:8]2[CH2:13][CH2:12][C@H:11]([O:14]CC3C=CC=CC=3)[CH2:10][CH2:9]2)[CH2:3][CH2:2]1. (5) Reactant: [C:1]([O:5][C:6]([N:8]1[CH2:14][C:13]2[CH:15]=[CH:16][C:17]([F:19])=[CH:18][C:12]=2[NH:11][C:10](=O)[CH2:9]1)=[O:7])([CH3:4])([CH3:3])[CH3:2].COC1C=CC(P2(SP(C3C=CC(OC)=CC=3)(=S)S2)=[S:30])=CC=1. Product: [C:1]([O:5][C:6]([N:8]1[CH2:14][C:13]2[CH:15]=[CH:16][C:17]([F:19])=[CH:18][C:12]=2[NH:11][C:10](=[S:30])[CH2:9]1)=[O:7])([CH3:4])([CH3:3])[CH3:2]. The catalyst class is: 11. (6) Reactant: Cl.[O:2]=[C:3]1[NH:11][C:10]2[C:5](=[N:6][C:7]([C:12]3[CH:13]=[N:14][N:15]4[CH:20]=[CH:19][C:18]([C:21]#[N:22])=[CH:17][C:16]=34)=[N:8][CH:9]=2)[N:4]1[C@H:23]1[CH2:28][CH2:27][CH2:26][NH:25][CH2:24]1.[CH3:29][S:30](O[S:30]([CH3:29])(=[O:32])=[O:31])(=[O:32])=[O:31]. Product: [CH3:29][S:30]([N:25]1[CH2:26][CH2:27][CH2:28][C@H:23]([N:4]2[C:3](=[O:2])[NH:11][C:10]3[C:5]2=[N:6][C:7]([C:12]2[CH:13]=[N:14][N:15]4[CH:20]=[CH:19][C:18]([C:21]#[N:22])=[CH:17][C:16]=24)=[N:8][CH:9]=3)[CH2:24]1)(=[O:32])=[O:31]. The catalyst class is: 3. (7) Reactant: [Cl:1][C:2]1[CH:7]=[CH:6][C:5](B(O)O)=[CH:4][CH:3]=1.[Br:11][C:12]1[CH:17]=[CH:16][C:15](Br)=[CH:14][CH:13]=1.C(=O)(O)[O-].[Na+]. Product: [Br:11][C:12]1[CH:17]=[CH:16][C:15]([C:5]2[CH:6]=[CH:7][C:2]([Cl:1])=[CH:3][CH:4]=2)=[CH:14][CH:13]=1. The catalyst class is: 12.